Dataset: Reaction yield outcomes from USPTO patents with 853,638 reactions. Task: Predict the reaction yield, written as a fraction of the theoretical maximum amount of product (1.0 means a 100% yield; for example, 0.34 means a 34% yield). (1) The reactants are Br[CH2:2][C:3]([C:5]1[CH:10]=[C:9]([N+:11]([O-:13])=[O:12])[CH:8]=[CH:7][C:6]=1[Cl:14])=O.[Br:15][C:16]1[CH:17]=[N:18][C:19]([NH2:22])=[N:20][CH:21]=1. The catalyst is C(O)C. The product is [Br:15][C:16]1[CH:17]=[N:18][C:19]2[N:20]([CH:2]=[C:3]([C:5]3[CH:10]=[C:9]([N+:11]([O-:13])=[O:12])[CH:8]=[CH:7][C:6]=3[Cl:14])[N:22]=2)[CH:21]=1. The yield is 0.390. (2) The reactants are [CH2:1]([O:8][C:9]1[CH:14]=[CH:13][C:12](Br)=[CH:11][N:10]=1)[C:2]1[CH:7]=[CH:6][CH:5]=[CH:4][CH:3]=1.C([Li])CCC.[Sn:21](Cl)([CH2:30][CH2:31][CH2:32][CH3:33])([CH2:26][CH2:27][CH2:28][CH3:29])[CH2:22][CH2:23][CH2:24][CH3:25]. The catalyst is CCOCC. The product is [CH2:1]([O:8][C:9]1[CH:14]=[CH:13][C:12]([Sn:21]([CH2:26][CH2:27][CH2:28][CH3:29])([CH2:30][CH2:31][CH2:32][CH3:33])[CH2:22][CH2:23][CH2:24][CH3:25])=[CH:11][N:10]=1)[C:2]1[CH:7]=[CH:6][CH:5]=[CH:4][CH:3]=1. The yield is 0.860. (3) The reactants are [H-].[Na+].[CH2:3]([OH:10])[C:4]1[CH:9]=[CH:8][CH:7]=[CH:6][CH:5]=1.Cl[C:12]1[C:21]2[C:16](=[C:17]([CH3:24])[C:18]([O:22][CH3:23])=[CH:19][CH:20]=2)[N+:15]([O-:25])=[CH:14][CH:13]=1.O. The catalyst is CN(C=O)C. The product is [CH2:3]([O:10][C:12]1[C:21]2[C:16](=[C:17]([CH3:24])[C:18]([O:22][CH3:23])=[CH:19][CH:20]=2)[N+:15]([O-:25])=[CH:14][CH:13]=1)[C:4]1[CH:9]=[CH:8][CH:7]=[CH:6][CH:5]=1. The yield is 0.590. (4) The product is [N+:29]([O-:32])([OH:31])=[O:30].[NH2:1][C:2]1[C:7]([CH3:8])=[N:6][C:5]([O:9][CH2:10][C:11]([N:13]([CH:15]2[CH2:20][CH2:19][N:18]([CH2:21][C:22]3[CH:23]=[CH:24][CH:25]=[CH:26][CH:27]=3)[CH2:17][CH2:16]2)[CH3:14])=[O:12])=[N:4][C:3]=1[CH3:28]. The catalyst is CO. The reactants are [NH2:1][C:2]1[C:3]([CH3:28])=[N:4][C:5]([O:9][CH2:10][C:11]([N:13]([CH:15]2[CH2:20][CH2:19][N:18]([CH2:21][C:22]3[CH:27]=[CH:26][CH:25]=[CH:24][CH:23]=3)[CH2:17][CH2:16]2)[CH3:14])=[O:12])=[N:6][C:7]=1[CH3:8].[N+:29]([O-:32])([OH:31])=[O:30]. The yield is 0.540. (5) The reactants are [Si]([O:8][CH2:9][C@@H:10]([NH:14][C:15]([C:17]1[N:18]=[C:19]([N:22]2[CH2:25][CH:24]([S:26][C:27]3[C@H:28]([CH3:51])[C@@H:29]4[C@@H:46]([C@H:47]([OH:49])[CH3:48])[C:45](=[O:50])[N:30]4[C:31]=3[C:32]([O:34][CH2:35][C:36]3[CH:41]=[CH:40][C:39]([N+:42]([O-:44])=[O:43])=[CH:38][CH:37]=3)=[O:33])[CH2:23]2)[S:20][CH:21]=1)=[O:16])[CH:11]([CH3:13])[CH3:12])(C(C)(C)C)(C)C.C(O)(=O)C.[F-].C([N+](CCCC)(CCCC)CCCC)CCC. The catalyst is O1CCCC1. The product is [OH:8][CH2:9][C@@H:10]([NH:14][C:15]([C:17]1[N:18]=[C:19]([N:22]2[CH2:23][CH:24]([S:26][C:27]3[C@H:28]([CH3:51])[C@@H:29]4[C@@H:46]([C@H:47]([OH:49])[CH3:48])[C:45](=[O:50])[N:30]4[C:31]=3[C:32]([O:34][CH2:35][C:36]3[CH:37]=[CH:38][C:39]([N+:42]([O-:44])=[O:43])=[CH:40][CH:41]=3)=[O:33])[CH2:25]2)[S:20][CH:21]=1)=[O:16])[CH:11]([CH3:13])[CH3:12]. The yield is 0.660. (6) The reactants are [CH3:1][O:2][CH2:3][CH2:4][O:5][CH2:6]Cl.[C:8]([O:12][C:13]([N:15]1[CH2:20][CH2:19][CH:18]([OH:21])[CH2:17][CH2:16]1)=[O:14])([CH3:11])([CH3:10])[CH3:9].C(N(C(C)C)CC)(C)C. The catalyst is O1CCCC1. The yield is 0.600. The product is [C:8]([O:12][C:13]([N:15]1[CH2:20][CH2:19][CH:18]([O:21][CH2:6][O:5][CH2:4][CH2:3][O:2][CH3:1])[CH2:17][CH2:16]1)=[O:14])([CH3:11])([CH3:9])[CH3:10]. (7) The reactants are Cl[CH2:2][CH2:3][CH2:4][N:5]1[C:10]2[CH:11]=[C:12]([CH3:16])[CH:13]=[C:14]([CH3:15])[C:9]=2[O:8][CH2:7][C:6]1=[O:17].C([O-])([O-])=O.[K+].[K+].[Na+].[I-].[CH2:26]([CH:30]1[CH2:35][CH2:34][NH:33][CH2:32][CH2:31]1)[CH2:27][CH2:28][CH3:29]. The catalyst is CCCCCCC.CCOC(C)=O. The product is [CH2:26]([CH:30]1[CH2:35][CH2:34][N:33]([CH2:2][CH2:3][CH2:4][N:5]2[C:10]3[CH:11]=[C:12]([CH3:16])[CH:13]=[C:14]([CH3:15])[C:9]=3[O:8][CH2:7][C:6]2=[O:17])[CH2:32][CH2:31]1)[CH2:27][CH2:28][CH3:29]. The yield is 0.720. (8) The reactants are F[C:2]1[C:9]([F:10])=[CH:8][CH:7]=[CH:6][C:3]=1[CH:4]=[O:5].[NH:11]1[CH2:16][CH2:15][O:14][CH2:13][CH2:12]1.C(=O)([O-])[O-].[K+].[K+].CS(C)=O. The product is [F:10][C:9]1[C:2]([N:11]2[CH2:16][CH2:15][O:14][CH2:13][CH2:12]2)=[C:3]([CH:6]=[CH:7][CH:8]=1)[CH:4]=[O:5]. The catalyst is O. The yield is 0.280. (9) The reactants are Br[C:2]1[C:7]2[N:8]=[C:9]([C:12]3[CH:13]=[N:14][N:15]([CH3:17])[CH:16]=3)[N:10]=[CH:11][C:6]=2[C:5](=[O:18])[N:4]([CH3:19])[CH:3]=1.[CH:20]1([CH2:23][O:24][C:25]2[CH:30]=[CH:29][C:28]([S:31]([CH3:34])(=[O:33])=[O:32])=[CH:27][C:26]=2B2OC(C)(C)C(C)(C)O2)[CH2:22][CH2:21]1.[O-]P([O-])([O-])=O.[K+].[K+].[K+]. The catalyst is O1CCOCC1.O.C1C=CC(P(C2C=CC=CC=2)[C-]2C=CC=C2)=CC=1.C1C=CC(P(C2C=CC=CC=2)[C-]2C=CC=C2)=CC=1.Cl[Pd]Cl.[Fe+2]. The product is [CH:20]1([CH2:23][O:24][C:25]2[CH:30]=[CH:29][C:28]([S:31]([CH3:34])(=[O:33])=[O:32])=[CH:27][C:26]=2[C:2]2[C:7]3[N:8]=[C:9]([C:12]4[CH:13]=[N:14][N:15]([CH3:17])[CH:16]=4)[N:10]=[CH:11][C:6]=3[C:5](=[O:18])[N:4]([CH3:19])[CH:3]=2)[CH2:21][CH2:22]1. The yield is 0.358.